Dataset: Reaction yield outcomes from USPTO patents with 853,638 reactions. Task: Predict the reaction yield, written as a fraction of the theoretical maximum amount of product (1.0 means a 100% yield; for example, 0.34 means a 34% yield). (1) The reactants are B(F)(F)F.CCOCC.O[C:11]1([CH2:28][C:29]([O:31][CH2:32][CH3:33])=[O:30])[C:17]2[CH:18]=[CH:19][CH:20]=[CH:21][C:16]=2[O:15][C:14]2[CH:22]=[C:23]([O:26][CH3:27])[CH:24]=[CH:25][C:13]=2[CH2:12]1.C([SiH](CC)CC)C. The catalyst is C(Cl)Cl.C(O)C.[Pd]. The product is [CH3:27][O:26][C:23]1[CH:24]=[CH:25][C:13]2[CH2:12][CH:11]([CH2:28][C:29]([O:31][CH2:32][CH3:33])=[O:30])[C:17]3[CH:18]=[CH:19][CH:20]=[CH:21][C:16]=3[O:15][C:14]=2[CH:22]=1. The yield is 0.860. (2) The reactants are [CH3:1][O:2][C:3]1[CH:4]=[C:5](Br)[CH:6]=[N:7][CH:8]=1.[CH3:10][CH:11]([OH:15])[CH2:12][CH:13]=[CH2:14].C(N(CC)CC)C.C(#N)C. The catalyst is O.C([O-])(=O)C.[Pd+2].C([O-])(=O)C.C1(C)C=CC=CC=1P(C1C=CC=CC=1C)C1C=CC=CC=1C. The product is [CH3:1][O:2][C:3]1[CH:4]=[C:5](/[CH:14]=[CH:13]/[CH2:12][CH:11]([OH:15])[CH3:10])[CH:6]=[N:7][CH:8]=1. The yield is 0.703.